From a dataset of Forward reaction prediction with 1.9M reactions from USPTO patents (1976-2016). Predict the product of the given reaction. Given the reactants [CH2:1]1[C:4]2([CH2:7][N:6]([CH2:8][C:9]3[CH:14]=[CH:13][C:12]([OH:15])=[C:11]([Cl:16])[CH:10]=3)[CH2:5]2)[CH2:3][O:2]1.CC1C=CC(S(O[CH:28]2[CH2:31][N:30]([C:32]([C:34]3[O:35][C:36]([C:39]4[CH:44]=[CH:43][CH:42]=[CH:41][CH:40]=4)=[N:37][N:38]=3)=[O:33])[CH2:29]2)(=O)=O)=CC=1, predict the reaction product. The product is: [CH2:3]1[C:4]2([CH2:5][N:6]([CH2:8][C:9]3[CH:14]=[CH:13][C:12]([O:15][CH:28]4[CH2:29][N:30]([C:32]([C:34]5[O:35][C:36]([C:39]6[CH:44]=[CH:43][CH:42]=[CH:41][CH:40]=6)=[N:37][N:38]=5)=[O:33])[CH2:31]4)=[C:11]([Cl:16])[CH:10]=3)[CH2:7]2)[CH2:1][O:2]1.